Dataset: Catalyst prediction with 721,799 reactions and 888 catalyst types from USPTO. Task: Predict which catalyst facilitates the given reaction. (1) Product: [CH2:17]([O:10][C:3]1[CH:4]=[C:5]([CH:8]=[CH:9][C:2]=1[Cl:1])[CH:6]=[O:7])[C:18]1[CH:23]=[CH:22][CH:21]=[CH:20][CH:19]=1. The catalyst class is: 3. Reactant: [Cl:1][C:2]1[CH:9]=[CH:8][C:5]([CH:6]=[O:7])=[CH:4][C:3]=1[OH:10].C([O-])([O-])=O.[K+].[K+].[CH2:17](Br)[C:18]1[CH:23]=[CH:22][CH:21]=[CH:20][CH:19]=1.C1(O)C=CC=CC=1. (2) Reactant: [CH3:1]CCCC.C([Li])(C)(C)C.[CH2:11]([CH:13]1[C:22]2[CH:21]=[CH:20][CH:19]=[CH:18][C:17]=2[C:16]2[S:23][C:24]([CH:26]=O)=[CH:25][C:15]=2[N:14]1[S:28]([C:31]1[CH:36]=[CH:35][C:34]([O:37][CH3:38])=[CH:33][CH:32]=1)(=[O:30])=[O:29])[CH3:12]. Product: [CH2:11]([CH:13]1[C:22]2[CH:21]=[CH:20][CH:19]=[CH:18][C:17]=2[C:16]2[S:23][C:24]([CH:26]=[CH2:1])=[CH:25][C:15]=2[N:14]1[S:28]([C:31]1[CH:32]=[CH:33][C:34]([O:37][CH3:38])=[CH:35][CH:36]=1)(=[O:29])=[O:30])[CH3:12]. The catalyst class is: 597. (3) Reactant: [CH3:1][C:2]1[CH:3]=[CH:4][C:5]2[N:6]([C:8]([CH2:18][NH:19][C:20](=[O:31])[C:21]3[CH:26]=[CH:25][C:24]([C:27]([F:30])([F:29])[F:28])=[CH:23][CH:22]=3)=[C:9]([C:11]3[CH:16]=[CH:15][C:14]([CH3:17])=[CH:13][CH:12]=3)[N:10]=2)[CH:7]=1.[H-].[Na+].Br[CH2:35][C:36]#[CH:37].[OH-].[Na+]. Product: [CH3:1][C:2]1[CH:3]=[CH:4][C:5]2[N:6]([C:8]([CH2:18][N:19]([CH2:37][C:36]#[CH:35])[C:20](=[O:31])[C:21]3[CH:26]=[CH:25][C:24]([C:27]([F:28])([F:30])[F:29])=[CH:23][CH:22]=3)=[C:9]([C:11]3[CH:16]=[CH:15][C:14]([CH3:17])=[CH:13][CH:12]=3)[N:10]=2)[CH:7]=1. The catalyst class is: 3. (4) Reactant: [CH3:1][O:2][C:3]1[CH:4]=[C:5]2[C:14](=[CH:15][CH:16]=1)[CH2:13][CH:12]([C:17]1[CH:22]=[CH:21][C:20]([O:23][CH3:24])=[CH:19][CH:18]=1)[CH:11]1[CH:6]2[CH2:7][CH2:8][CH2:9][CH2:10]1.[Cl-].[Al+3].[Cl-].[Cl-].[C:29](Cl)(=[O:31])[CH3:30].Cl. Product: [CH3:1][O:2][C:3]1[C:16]([C:29](=[O:31])[CH3:30])=[CH:15][C:14]2[CH2:13][CH:12]([C:17]3[CH:22]=[CH:21][C:20]([O:23][CH3:24])=[CH:19][CH:18]=3)[CH:11]3[CH:6]([C:5]=2[CH:4]=1)[CH2:7][CH2:8][CH2:9][CH2:10]3. The catalyst class is: 232. (5) Reactant: [NH2:1][C:2]1[CH:24]=[CH:23][C:5]([C:6]2[O:7][C:8]3[C:13]([C:14](=[O:16])[CH:15]=2)=[C:12]([O:17][CH3:18])[C:11]([O:19][CH3:20])=[C:10]([O:21][CH3:22])[CH:9]=3)=[CH:4][CH:3]=1.Br[CH2:26][C:27]([O:29][CH2:30][CH3:31])=[O:28].C(=O)([O-])[O-].[K+].[K+]. Product: [C:27]([CH2:26][NH:1][C:2]1[CH:3]=[CH:4][C:5]([C:6]2[O:7][C:8]3[C:13]([C:14](=[O:16])[CH:15]=2)=[C:12]([O:17][CH3:18])[C:11]([O:19][CH3:20])=[C:10]([O:21][CH3:22])[CH:9]=3)=[CH:23][CH:24]=1)([O:29][CH2:30][CH3:31])=[O:28]. The catalyst class is: 5. (6) Reactant: [N:1]([CH:4]([C:26]1[CH:31]=[CH:30][CH:29]=[C:28]([C:32]2[N:33]=[N:34][NH:35][N:36]=2)[CH:27]=1)[C:5]1[CH:25]=[CH:24][C:8]([CH2:9][O:10][C:11]2[CH:16]=[CH:15][C:14]([C:17](=[O:19])[CH3:18])=[C:13]([OH:20])[C:12]=2[CH2:21][CH2:22][CH3:23])=[CH:7][CH:6]=1)=[N+]=[N-].C1(P(C2C=CC=CC=2)C2C=CC=CC=2)C=CC=CC=1.O. Product: [NH2:1][CH:4]([C:26]1[CH:31]=[CH:30][CH:29]=[C:28]([C:32]2[NH:36][N:35]=[N:34][N:33]=2)[CH:27]=1)[C:5]1[CH:25]=[CH:24][C:8]([CH2:9][O:10][C:11]2[CH:16]=[CH:15][C:14]([C:17](=[O:19])[CH3:18])=[C:13]([OH:20])[C:12]=2[CH2:21][CH2:22][CH3:23])=[CH:7][CH:6]=1. The catalyst class is: 7. (7) Reactant: C(OC([NH:8][CH2:9][C:10]1[CH:15]=[C:14]([NH:16][C:17]([C:19]2[C:28](=[O:29])[C:27]3[C:22](=[CH:23][CH:24]=[CH:25][CH:26]=3)[NH:21][CH:20]=2)=[O:18])[CH:13]=[CH:12][C:11]=1[C:30]([CH3:33])([CH3:32])[CH3:31])=O)(C)(C)C. Product: [NH2:8][CH2:9][C:10]1[CH:15]=[C:14]([NH:16][C:17]([C:19]2[C:28](=[O:29])[C:27]3[C:22](=[CH:23][CH:24]=[CH:25][CH:26]=3)[NH:21][CH:20]=2)=[O:18])[CH:13]=[CH:12][C:11]=1[C:30]([CH3:32])([CH3:33])[CH3:31]. The catalyst class is: 23. (8) Reactant: [OH:1][C:2]1[CH:9]=[CH:8][C:5]([CH:6]=[O:7])=[CH:4][CH:3]=1.F[C:11]1[CH:16]=[CH:15][C:14]([N+:17]([O-:19])=[O:18])=[CH:13][CH:12]=1.C([O-])([O-])=O.[K+].[K+].[BH4-].[Na+]. Product: [N+:17]([C:14]1[CH:15]=[CH:16][C:11]([O:1][C:2]2[CH:9]=[CH:8][C:5]([CH2:6][OH:7])=[CH:4][CH:3]=2)=[CH:12][CH:13]=1)([O-:19])=[O:18]. The catalyst class is: 5. (9) Reactant: [C:1]([C:3]1[C:8]([N:9]2[CH2:14][CH2:13][N:12]([C:15](=[O:21])[CH2:16][C:17](OC)=[O:18])[C@H:11]([CH:22]3[CH2:24][CH2:23]3)[CH2:10]2)=[N:7][C:6]([CH:25]2[CH2:27][CH2:26]2)=[C:5]2[CH2:28][O:29][C:30]([CH3:33])([CH3:32])[CH2:31][C:4]=12)#[N:2].[BH4-].[Na+].B(F)(F)F.CCOCC. Product: [CH:25]1([C:6]2[C:5]3[CH2:28][O:29][C:30]([CH3:32])([CH3:33])[CH2:31][C:4]=3[C:3]([C:1]#[N:2])=[C:8]([N:9]3[CH2:14][CH2:13][N:12]([C:15](=[O:21])[CH2:16][CH2:17][OH:18])[C@H:11]([CH:22]([CH3:24])[CH3:23])[CH2:10]3)[N:7]=2)[CH2:26][CH2:27]1. The catalyst class is: 7.